This data is from Full USPTO retrosynthesis dataset with 1.9M reactions from patents (1976-2016). The task is: Predict the reactants needed to synthesize the given product. (1) The reactants are: [O-:1][S:2]([O-:4])=[O:3].[Na+].[Na+].[Cl:7][C:8]1[CH:9]=[CH:10][C:11](F)=[C:12]([N+:14]([O-:16])=[O:15])[CH:13]=1.Cl. Given the product [Cl:7][C:8]1[CH:9]=[CH:10][C:11]([S:2]([OH:4])(=[O:1])=[O:3])=[C:12]([N+:14]([O-:16])=[O:15])[CH:13]=1, predict the reactants needed to synthesize it. (2) Given the product [C:7]([C:11]1[CH:12]=[C:13]([C:21]2[N:25]([C:26]3[CH:34]=[CH:33][C:29]([C:30]([N:1]4[CH2:6][CH2:5][CH2:4][CH2:3][CH2:2]4)=[O:31])=[CH:28][CH:27]=3)[N:24]=[C:23]([C:35]3[CH:40]=[CH:39][C:38]([C:41]([O:43][CH3:44])=[O:42])=[CH:37][CH:36]=3)[CH:22]=2)[CH:14]=[C:15]([C:17]([CH3:20])([CH3:19])[CH3:18])[CH:16]=1)([CH3:8])([CH3:9])[CH3:10], predict the reactants needed to synthesize it. The reactants are: [NH:1]1[CH2:6][CH2:5][CH2:4][CH2:3][CH2:2]1.[C:7]([C:11]1[CH:12]=[C:13]([C:21]2[N:25]([C:26]3[CH:34]=[CH:33][C:29]([C:30](O)=[O:31])=[CH:28][CH:27]=3)[N:24]=[C:23]([C:35]3[CH:40]=[CH:39][C:38]([C:41]([O:43][CH3:44])=[O:42])=[CH:37][CH:36]=3)[CH:22]=2)[CH:14]=[C:15]([C:17]([CH3:20])([CH3:19])[CH3:18])[CH:16]=1)([CH3:10])([CH3:9])[CH3:8].C(N(C(C)C)CC)(C)C.F[P-](F)(F)(F)(F)F.N1(O[P+](N(C)C)(N(C)C)N(C)C)C2C=CC=CC=2N=N1.